Dataset: Forward reaction prediction with 1.9M reactions from USPTO patents (1976-2016). Task: Predict the product of the given reaction. The product is: [OH:3][C:2]([C:4]([F:7])([F:6])[F:5])=[O:1].[Br:24][C:21]1[C:20]2[C@:19]34[CH2:25][CH2:26][NH:27][C@@H:13]([C@@H:14]3[CH2:15][CH2:16][CH2:17][CH2:18]4)[CH2:12][C:11]=2[CH:10]=[CH:9][C:22]=1[OH:23]. Given the reactants [OH:1][C:2]([C:4]([F:7])([F:6])[F:5])=[O:3].Br[C:9]1[C:22]([OH:23])=[C:21]([Br:24])[C:20]2[C@:19]34[CH2:25][CH2:26][NH:27][C@@H:13]([C@@H:14]3[CH2:15][CH2:16][CH2:17][CH2:18]4)[CH2:12][C:11]=2[CH:10]=1, predict the reaction product.